From a dataset of Forward reaction prediction with 1.9M reactions from USPTO patents (1976-2016). Predict the product of the given reaction. (1) Given the reactants C(OP([CH2:9][C:10]1[CH:19]=[CH:18][C:13]([C:14]([O:16][CH3:17])=[O:15])=[CH:12][CH:11]=1)(OCC)=O)C.C[Si]([N-][Si](C)(C)C)(C)C.[Li+].[CH:30]([C@@H:32]1[CH2:36][CH2:35][CH2:34][N:33]1[C:37]([O:39][C:40]([CH3:43])([CH3:42])[CH3:41])=[O:38])=O, predict the reaction product. The product is: [CH3:17][O:16][C:14]([C:13]1[CH:12]=[CH:11][C:10](/[CH:9]=[CH:30]/[C@@H:32]2[CH2:36][CH2:35][CH2:34][N:33]2[C:37]([O:39][C:40]([CH3:41])([CH3:43])[CH3:42])=[O:38])=[CH:19][CH:18]=1)=[O:15]. (2) Given the reactants [C:1]([C:5]1[O:9][N:8]=[C:7]([NH:10][C:11]([CH:13]2[O:18][CH2:17][CH2:16][NH:15][CH2:14]2)=[O:12])[CH:6]=1)([CH3:4])([CH3:3])[CH3:2].Cl.[F:20][C:21]([F:32])([F:31])[C:22]1[CH:30]=[CH:29][C:25]([C:26](O)=[O:27])=[CH:24][CH:23]=1.C(N(CC)C(C)C)(C)C.P(Cl)(Cl)(Cl)=O, predict the reaction product. The product is: [C:1]([C:5]1[O:9][N:8]=[C:7]([NH:10][C:11]([CH:13]2[O:18][CH2:17][CH2:16][N:15]([C:26](=[O:27])[C:25]3[CH:29]=[CH:30][C:22]([C:21]([F:20])([F:31])[F:32])=[CH:23][CH:24]=3)[CH2:14]2)=[O:12])[CH:6]=1)([CH3:4])([CH3:2])[CH3:3]. (3) Given the reactants [C:1](#[N:5])[CH2:2][C:3]#[N:4].C(N(CC)CC)C.[CH2:13]([N:15]1[C:20]2[CH:21]=[C:22]([I:25])[CH:23]=[CH:24][C:19]=2[C:18](=O)[O:17]C1=O)[CH3:14], predict the reaction product. The product is: [NH2:4][C:3]1[N:15]([CH2:13][CH3:14])[C:20]2[C:19]([C:18](=[O:17])[C:2]=1[C:1]#[N:5])=[CH:24][CH:23]=[C:22]([I:25])[CH:21]=2. (4) Given the reactants C([Mg]Cl)(C)C.[O:6]1[C:14]2[CH:13]=[CH:12][N:11]=[CH:10][C:9]=2[N:8]=[CH:7]1.[C:15]([O:19][C:20]([N:22]1[CH2:27][CH2:26][CH:25]([CH2:28][CH:29]=[O:30])[CH2:24][CH2:23]1)=[O:21])([CH3:18])([CH3:17])[CH3:16], predict the reaction product. The product is: [C:15]([O:19][C:20]([N:22]1[CH2:27][CH2:26][CH:25]([CH2:28][CH:29]([OH:30])[C:7]2[O:6][C:14]3[CH:13]=[CH:12][N:11]=[CH:10][C:9]=3[N:8]=2)[CH2:24][CH2:23]1)=[O:21])([CH3:18])([CH3:17])[CH3:16]. (5) Given the reactants [C:25]1(P([C:25]2[CH:30]=[CH:29][CH:28]=[CH:27][CH:26]=2)CCCCP([C:25]2[CH:30]=[CH:29][CH:28]=[CH:27][CH:26]=2)[C:25]2[CH:30]=[CH:29][CH:28]=[CH:27][CH:26]=2)[CH:30]=[CH:29][CH:28]=[CH:27][CH:26]=1.Br[C:32]1[S:40][C:39]2[C:38]([NH:41][C:42]3[CH:43]=[C:44]4[C:48](=[CH:49][CH:50]=3)[NH:47][CH:46]=[CH:45]4)=[N:37][CH:36]=[N:35][C:34]=2[CH:33]=1.C1(B(O)O)C=CC=CC=1.C(=O)([O-])[O-].[Na+].[Na+], predict the reaction product. The product is: [NH:47]1[C:48]2[C:44](=[CH:43][C:42]([NH:41][C:38]3[C:39]4[S:40][C:32]([C:25]5[CH:26]=[CH:27][CH:28]=[CH:29][CH:30]=5)=[CH:33][C:34]=4[N:35]=[CH:36][N:37]=3)=[CH:50][CH:49]=2)[CH:45]=[CH:46]1. (6) Given the reactants [NH2:1][C:2]1[CH:3]=[CH:4][C:5]([C:8]([NH2:10])=[NH:9])=[N:6][CH:7]=1.C([O:13][C:14](=O)[CH:15]([CH2:19][CH3:20])[C:16]([CH3:18])=O)C.C(=O)([O-])[O-].[Na+].[Na+], predict the reaction product. The product is: [NH2:1][C:2]1[CH:3]=[CH:4][C:5]([C:8]2[N:10]=[C:14]([OH:13])[C:15]([CH2:19][CH3:20])=[C:16]([CH3:18])[N:9]=2)=[N:6][CH:7]=1. (7) Given the reactants [Cl:1][C:2]1[CH:3]=[CH:4][C:5]2[N:6]([CH:8]=[CH:9][N:10]=2)[N:7]=1.C(Cl)(Cl)Cl.[Br:15]N1C(=O)CCC1=O.C(=O)(O)[O-].[Na+], predict the reaction product. The product is: [Br:15][C:8]1[N:6]2[N:7]=[C:2]([Cl:1])[CH:3]=[CH:4][C:5]2=[N:10][CH:9]=1.